Dataset: Full USPTO retrosynthesis dataset with 1.9M reactions from patents (1976-2016). Task: Predict the reactants needed to synthesize the given product. (1) Given the product [Br:1][C:2]1[C:6]2[CH:7]=[N:8][CH:9]=[CH:10][C:5]=2[N:4]([C:13]([C:14]2[CH:19]=[CH:18][CH:17]=[CH:16][CH:15]=2)([C:26]2[CH:27]=[CH:28][CH:29]=[CH:30][CH:31]=2)[C:20]2[CH:21]=[CH:22][CH:23]=[CH:24][CH:25]=2)[N:3]=1, predict the reactants needed to synthesize it. The reactants are: [Br:1][C:2]1[C:6]2[CH:7]=[N:8][CH:9]=[CH:10][C:5]=2[NH:4][N:3]=1.[H-].[Na+].[C:13](Cl)([C:26]1[CH:31]=[CH:30][CH:29]=[CH:28][CH:27]=1)([C:20]1[CH:25]=[CH:24][CH:23]=[CH:22][CH:21]=1)[C:14]1[CH:19]=[CH:18][CH:17]=[CH:16][CH:15]=1. (2) Given the product [C:19]([O:23][C:24](=[O:31])[C@H:25]([CH2:27][CH:28]([CH3:29])[CH3:30])[NH:26][C:15](=[O:17])[C@H:13]([CH3:14])[NH:12][C:10](=[O:11])[CH2:9][C:4]1[CH:5]=[C:6]([F:8])[CH:7]=[C:2]([F:1])[CH:3]=1)([CH3:22])([CH3:21])[CH3:20], predict the reactants needed to synthesize it. The reactants are: [F:1][C:2]1[CH:3]=[C:4]([CH2:9][C:10]([NH:12][C@H:13]([C:15]([OH:17])=O)[CH3:14])=[O:11])[CH:5]=[C:6]([F:8])[CH:7]=1.Cl.[C:19]([O:23][C:24](=[O:31])[C@H:25]([CH2:27][CH:28]([CH3:30])[CH3:29])[NH2:26])([CH3:22])([CH3:21])[CH3:20]. (3) Given the product [NH2:19][C:10]1[CH:9]=[C:8]([Br:7])[N:13]=[C:12]([C:14]([O:16][CH3:17])=[O:15])[C:11]=1[Cl:18], predict the reactants needed to synthesize it. The reactants are: [H-].[Al+3].[Li+].[H-].[H-].[H-].[Br:7][C:8]1[N:13]=[C:12]([C:14]([O:16][CH3:17])=[O:15])[C:11]([Cl:18])=[C:10]([N+:19]([O-])=O)[CH:9]=1.O.[NH4+].[OH-]. (4) Given the product [F:29][CH:2]([F:1])[O:3][C:4]1[N:9]=[CH:8][C:7]([C:10]2[N:14]([CH3:15])[N:13]=[C:12]([C:16]([NH:18][C:19]3[C:24]([F:25])=[CH:23][N:33]=[CH:21][C:20]=3[F:26])=[O:17])[CH:11]=2)=[C:6]([O:27][CH3:28])[CH:5]=1, predict the reactants needed to synthesize it. The reactants are: [F:1][CH:2]([F:29])[O:3][C:4]1[N:9]=[CH:8][C:7]([C:10]2[N:14]([CH3:15])[N:13]=[C:12]([C:16]([NH:18][C:19]3[C:24]([F:25])=[CH:23]C=[CH:21][C:20]=3[F:26])=[O:17])[CH:11]=2)=[C:6]([O:27][CH3:28])[CH:5]=1.FC1C=[N:33]C=C(F)C=1N.[Li+].C[Si]([N-][Si](C)(C)C)(C)C. (5) Given the product [CH:1]1([S:4]([C:7]2[CH:12]=[CH:11][C:10]([CH:13]([C:21]3[NH:25][C:24]([C:26]4[N:31]=[CH:30][C:29]([C:32]([NH:35][CH2:36][C:37]([OH:39])([CH3:40])[CH3:38])=[O:34])=[CH:28][CH:27]=4)=[CH:23][CH:22]=3)[CH2:14][CH:15]3[CH2:16][CH2:17][O:18][CH2:19][CH2:20]3)=[CH:9][CH:8]=2)(=[O:6])=[O:5])[CH2:2][CH2:3]1, predict the reactants needed to synthesize it. The reactants are: [CH:1]1([S:4]([C:7]2[CH:12]=[CH:11][C:10]([CH:13]([C:21]3[NH:25][C:24]([C:26]4[N:31]=[CH:30][C:29]([C:32]([OH:34])=O)=[CH:28][CH:27]=4)=[CH:23][CH:22]=3)[CH2:14][CH:15]3[CH2:20][CH2:19][O:18][CH2:17][CH2:16]3)=[CH:9][CH:8]=2)(=[O:6])=[O:5])[CH2:3][CH2:2]1.[NH2:35][CH2:36][C:37]([CH3:40])([OH:39])[CH3:38].Cl.CN(C)CCCN=C=NCC.ON1C2C=CC=CC=2N=N1. (6) Given the product [CH3:16][O:17][C:18](=[O:21])[CH:19]=[CH:20][C:11](=[C:12]([NH:5][CH2:4][CH:3]([CH2:6][CH3:7])[CH2:1][CH3:2])[CH3:13])[C:10]([O:9][CH3:8])=[O:15], predict the reactants needed to synthesize it. The reactants are: [CH2:1]([CH:3]([CH2:6][CH3:7])[CH2:4][NH2:5])[CH3:2].[CH3:8][O:9][C:10](=[O:15])[CH2:11][C:12](=O)[CH3:13].[CH3:16][O:17][C:18](=[O:21])[C:19]#[CH:20]. (7) Given the product [OH:5][C@H:6]1[CH2:10][N:9]([C:11](=[O:19])[CH2:12][C:13]2[O:17][N:16]=[C:15]([CH3:18])[CH:14]=2)[C@H:8]([C:20]([NH:22][CH2:23][C:24]2[CH:29]=[CH:28][C:27]([C:30]3[S:34][CH:33]=[N:32][C:31]=3[CH3:35])=[CH:26][CH:25]=2)=[O:21])[CH2:7]1, predict the reactants needed to synthesize it. The reactants are: C([O:5][C@H:6]1[CH2:10][N:9]([C:11](=[O:19])[CH2:12][C:13]2[O:17][N:16]=[C:15]([CH3:18])[CH:14]=2)[C@H:8]([C:20]([NH:22][CH2:23][C:24]2[CH:29]=[CH:28][C:27]([C:30]3[S:34][CH:33]=[N:32][C:31]=3[CH3:35])=[CH:26][CH:25]=2)=[O:21])[CH2:7]1)(C)(C)C.C(O)(C(F)(F)F)=O. (8) Given the product [N:1]([C:11]1[CH:12]=[CH:13][C:6]([F:5])=[CH:7][C:8]=1[C:9]#[N:10])=[N+:2]=[N-:3], predict the reactants needed to synthesize it. The reactants are: [N-:1]=[N+:2]=[N-:3].[Na+].[F:5][C:6]1[C:7](F)=[C:8]([CH:11]=[CH:12][CH:13]=1)[C:9]#[N:10]. (9) Given the product [ClH:24].[N+:1]([C:4]1[C:5]([NH:10][CH:11]2[CH2:16][CH2:15][NH:14][CH2:13][CH2:12]2)=[N:6][CH:7]=[CH:8][CH:9]=1)([O-:3])=[O:2], predict the reactants needed to synthesize it. The reactants are: [N+:1]([C:4]1[C:5]([NH:10][CH:11]2[CH2:16][CH2:15][N:14](C(OC(C)(C)C)=O)[CH2:13][CH2:12]2)=[N:6][CH:7]=[CH:8][CH:9]=1)([O-:3])=[O:2].[ClH:24]. (10) The reactants are: [CH3:1][O:2][C:3](=[O:19])[C@@:4]([CH3:18])([N:13]1[CH:17]=[CH:16][CH:15]=[CH:14]1)[CH2:5][C:6]1[CH:11]=[CH:10][C:9]([OH:12])=[CH:8][CH:7]=1.COC(=O)C(N1C(C2C=CC=CC=2)=CC=C1C)CC1C=CC(O)=CC=1.C1(P(C2C=CC=CC=2)C2C=CC=CC=2)C=CC=CC=1.[CH3:64][C:65]1[O:69][C:68]([C:70]2[CH:75]=[CH:74][CH:73]=[CH:72][CH:71]=2)=[N:67][C:66]=1[CH2:76][CH2:77]O.CC(OC(/N=N/C(OC(C)C)=O)=O)C. Given the product [CH3:1][O:2][C:3](=[O:19])[C@@:4]([CH3:18])([N:13]1[CH:17]=[CH:16][CH:15]=[CH:14]1)[CH2:5][C:6]1[CH:11]=[CH:10][C:9]([O:12][CH2:77][CH2:76][C:66]2[N:67]=[C:68]([C:70]3[CH:75]=[CH:74][CH:73]=[CH:72][CH:71]=3)[O:69][C:65]=2[CH3:64])=[CH:8][CH:7]=1, predict the reactants needed to synthesize it.